Dataset: Full USPTO retrosynthesis dataset with 1.9M reactions from patents (1976-2016). Task: Predict the reactants needed to synthesize the given product. (1) Given the product [Cl:1][C:2]1[CH:7]=[CH:6][CH:5]=[CH:4][C:3]=1[C:8]1[CH:17]=[C:16]([S:18]([N:41]2[CH2:40][CH2:39][N:38]([CH2:37][CH2:36][N:31]3[CH2:32][CH2:33][CH2:34][CH2:35]3)[CH2:43][CH2:42]2)(=[O:20])=[O:19])[CH:15]=[C:14]2[C:9]=1[CH2:10][NH:11][C:12](=[O:30])[N:13]2[C:22]1[C:27]([Cl:28])=[CH:26][CH:25]=[CH:24][C:23]=1[Cl:29], predict the reactants needed to synthesize it. The reactants are: [Cl:1][C:2]1[CH:7]=[CH:6][CH:5]=[CH:4][C:3]=1[C:8]1[CH:17]=[C:16]([S:18](Cl)(=[O:20])=[O:19])[CH:15]=[C:14]2[C:9]=1[CH2:10][NH:11][C:12](=[O:30])[N:13]2[C:22]1[C:27]([Cl:28])=[CH:26][CH:25]=[CH:24][C:23]=1[Cl:29].[N:31]1([CH2:36][CH2:37][N:38]2[CH2:43][CH2:42][NH:41][CH2:40][CH2:39]2)[CH2:35][CH2:34][CH2:33][CH2:32]1.C(N(C(C)C)CC)(C)C. (2) Given the product [Cl:24][C:15]1[CH:14]=[C:13]([CH:18]=[C:17]([O:19][C:20]([F:23])([F:22])[F:21])[CH:16]=1)[O:12][CH2:11][C:9]1[C:8]([CH:25]2[CH2:27][CH2:26]2)=[CH:7][N:6]2[C:2]([NH:42][S:39]([N:35]3[CH2:38][CH2:37][CH2:36]3)(=[O:41])=[O:40])=[N:3][N:4]=[C:5]2[CH:10]=1, predict the reactants needed to synthesize it. The reactants are: Br[C:2]1[N:6]2[CH:7]=[C:8]([CH:25]3[CH2:27][CH2:26]3)[C:9]([CH2:11][O:12][C:13]3[CH:18]=[C:17]([O:19][C:20]([F:23])([F:22])[F:21])[CH:16]=[C:15]([Cl:24])[CH:14]=3)=[CH:10][C:5]2=[N:4][N:3]=1.C1(S(N)(=O)=O)CC1.[N:35]1([S:39]([NH2:42])(=[O:41])=[O:40])[CH2:38][CH2:37][CH2:36]1. (3) The reactants are: [CH3:1][O:2][C:3]1[CH:8]=[CH:7][C:6]([C:9]([NH:24][C:25]2[O:26][C:27]([CH3:43])([CH3:42])[C:28]([F:41])([F:40])[C@:29]([C:32]3[CH:37]=[C:36](Br)[CH:35]=[CH:34][C:33]=3[F:39])([CH3:31])[N:30]=2)([C:16]2[CH:21]=[CH:20][C:19]([O:22][CH3:23])=[CH:18][CH:17]=2)[C:10]2[CH:15]=[CH:14][CH:13]=[CH:12][CH:11]=2)=[CH:5][CH:4]=1.[F:44][C:45]([F:54])([F:53])[C:46]1[N:51]=[C:50]([NH2:52])[CH:49]=[CH:48][CH:47]=1. Given the product [CH3:1][O:2][C:3]1[CH:8]=[CH:7][C:6]([C:9]([NH:24][C:25]2[O:26][C:27]([CH3:43])([CH3:42])[C:28]([F:41])([F:40])[C@:29]([C:32]3[CH:37]=[C:36]([NH:52][C:50]4[CH:49]=[CH:48][CH:47]=[C:46]([C:45]([F:53])([F:44])[F:54])[N:51]=4)[CH:35]=[CH:34][C:33]=3[F:39])([CH3:31])[N:30]=2)([C:16]2[CH:21]=[CH:20][C:19]([O:22][CH3:23])=[CH:18][CH:17]=2)[C:10]2[CH:15]=[CH:14][CH:13]=[CH:12][CH:11]=2)=[CH:5][CH:4]=1, predict the reactants needed to synthesize it. (4) Given the product [C:14]([C:17]1[C:18]([CH3:25])=[N:19][C:20]([CH3:24])=[CH:21][C:12]=1[NH:11][S:1]([C:4]1[CH:5]=[CH:6][C:7]([CH3:8])=[CH:9][CH:10]=1)(=[O:2])=[O:3])(=[O:16])[CH3:15], predict the reactants needed to synthesize it. The reactants are: [S:1]([N:11]=[C:12]=O)([C:4]1[CH:10]=[CH:9][C:7]([CH3:8])=[CH:6][CH:5]=1)(=[O:3])=[O:2].[C:14]([C:17]1C(=O)[CH:21]=[C:20]([CH3:24])[NH:19][C:18]=1[CH3:25])(=[O:16])[CH3:15]. (5) Given the product [Cl:18][C:14]1[CH:13]=[C:12]([C:4]2[CH:3]=[C:2]([CH2:27][C:28]3[CH:29]=[CH:30][C:31]([CH2:34][C:35]([O:37][CH3:38])=[O:36])=[CH:32][CH:33]=3)[CH:7]=[C:6]([C:8]([F:11])([F:10])[F:9])[N:5]=2)[CH:17]=[CH:16][CH:15]=1, predict the reactants needed to synthesize it. The reactants are: Cl[C:2]1[CH:7]=[C:6]([C:8]([F:11])([F:10])[F:9])[N:5]=[C:4]([C:12]2[CH:17]=[CH:16][CH:15]=[C:14]([Cl:18])[CH:13]=2)[CH:3]=1.CC1(C)C(C)(C)OB([CH2:27][C:28]2[CH:33]=[CH:32][C:31]([CH2:34][C:35]([O:37][CH3:38])=[O:36])=[CH:30][CH:29]=2)O1.C([O-])([O-])=O.[Na+].[Na+].[Cl-]. (6) Given the product [C:94]([OH:96])(=[O:95])[CH3:93].[C:94]([OH:96])(=[O:95])[CH3:93].[NH2:1][C:2]1[C:3]2[N:10]([C:11]3[CH:16]=[CH:15][C:14]([NH:17][S:37]([C:31]4[CH:36]=[CH:35][CH:34]=[CH:33][CH:32]=4)(=[O:39])=[O:38])=[CH:13][CH:12]=3)[N:9]=[C:8]([CH:18]3[CH2:19][CH2:20][NH:21][CH2:22][CH2:23]3)[C:4]=2[N:5]=[CH:6][N:7]=1, predict the reactants needed to synthesize it. The reactants are: [NH2:1][C:2]1[C:3]2[N:10]([C:11]3[CH:16]=[CH:15][C:14]([NH2:17])=[CH:13][CH:12]=3)[N:9]=[C:8]([CH:18]3[CH2:23][CH2:22][N:21](C(OC(C)(C)C)=O)[CH2:20][CH2:19]3)[C:4]=2[N:5]=[CH:6][N:7]=1.[C:31]1([S:37](Cl)(=[O:39])=[O:38])[CH:36]=[CH:35][CH:34]=[CH:33][CH:32]=1.NC1C2N(C3C=CC(NC(C4N(C)C5C(C=4)=CC=CC=5)=O)=C(OC)C=3)N=C(C3CCNCC3)C=2N=CN=1.CO[C@@H]1[C@@H:93]([C:94]([O:96]C)=[O:95])[C@@H]2[C@@H](CN3[C@H](C2)C2NC4C=C(OC)C=CC=4C=2CC3)C[C@H]1[O:96][C:94]([C:93]1C=C(OC)C(OC)=C(OC)C=1)=[O:95]. (7) Given the product [CH2:24]([O:31][C:32]1[N:47]=[C:46]([C:9]2[NH:8][C:16]3[C:11]([CH:10]=2)=[CH:12][CH:13]=[C:14]([O:17][CH3:18])[CH:15]=3)[C:45]([CH2:49][CH3:50])=[C:44]([O:51][CH2:52][C:53]2[CH:54]=[CH:55][CH:56]=[CH:57][CH:58]=2)[C:33]=1[C:34]([O:36][CH2:37][C:38]1[CH:43]=[CH:42][CH:41]=[CH:40][CH:39]=1)=[O:35])[C:25]1[CH:30]=[CH:29][CH:28]=[CH:27][CH:26]=1, predict the reactants needed to synthesize it. The reactants are: C(OC([N:8]1[C:16]2[C:11](=[CH:12][CH:13]=[C:14]([O:17][CH3:18])[CH:15]=2)[CH:10]=[C:9]1B(O)O)=O)(C)(C)C.[F-].[K+].[CH2:24]([O:31][C:32]1[N:47]=[C:46](Cl)[C:45]([CH2:49][CH3:50])=[C:44]([O:51][CH2:52][C:53]2[CH:58]=[CH:57][CH:56]=[CH:55][CH:54]=2)[C:33]=1[C:34]([O:36][CH2:37][C:38]1[CH:43]=[CH:42][CH:41]=[CH:40][CH:39]=1)=[O:35])[C:25]1[CH:30]=[CH:29][CH:28]=[CH:27][CH:26]=1.C1(OC2C=CC=CC=2)C=CC=CC=1. (8) Given the product [NH:46]1[C:47]2[C:43](=[CH:42][C:41]([C:39]3[N:38]=[C:6]([C:5]4[CH:9]=[CH:10][C:11]([O:12][CH:13]([CH3:15])[CH3:14])=[C:3]([CH:4]=4)[C:1]#[N:2])[O:8][N:40]=3)=[CH:49][CH:48]=2)[CH:44]=[N:45]1, predict the reactants needed to synthesize it. The reactants are: [C:1]([C:3]1[CH:4]=[C:5]([CH:9]=[CH:10][C:11]=1[O:12][CH:13]([CH3:15])[CH3:14])[C:6]([OH:8])=O)#[N:2].CCN=C=NCCCN(C)C.C1C=CC2N(O)N=NC=2C=1.O[NH:38][C:39]([C:41]1[CH:42]=[C:43]2[C:47](=[CH:48][CH:49]=1)[NH:46][N:45]=[CH:44]2)=[NH:40].